This data is from Full USPTO retrosynthesis dataset with 1.9M reactions from patents (1976-2016). The task is: Predict the reactants needed to synthesize the given product. (1) Given the product [CH3:20][C:17]1[S:16][C:15]([CH:8]([C:6]2[CH:5]=[CH:4][CH:3]=[C:2]([O:1][S:23]([C:22]([F:35])([F:34])[F:21])(=[O:25])=[O:24])[N:7]=2)[CH2:9][C:10]([O:12][CH2:13][CH3:14])=[O:11])=[N:19][CH:18]=1, predict the reactants needed to synthesize it. The reactants are: [OH:1][C:2]1[N:7]=[C:6]([CH:8]([C:15]2[S:16][C:17]([CH3:20])=[CH:18][N:19]=2)[CH2:9][C:10]([O:12][CH2:13][CH3:14])=[O:11])[CH:5]=[CH:4][CH:3]=1.[F:21][C:22]([F:35])([F:34])[S:23](O[S:23]([C:22]([F:35])([F:34])[F:21])(=[O:25])=[O:24])(=[O:25])=[O:24].CCN(C(C)C)C(C)C.O. (2) Given the product [CH:1]1([CH2:4][O:5][C:6]2[CH:11]=[C:10]([O:12][CH2:13][CH2:14][O:15][CH3:16])[CH:9]=[CH:8][C:7]=2/[CH:17]=[CH:18]/[C:19]([NH:41][S:38]([CH2:33][CH2:34][CH2:35][CH2:36][CH3:37])(=[O:40])=[O:39])=[O:21])[CH2:2][CH2:3]1, predict the reactants needed to synthesize it. The reactants are: [CH:1]1([CH2:4][O:5][C:6]2[CH:11]=[C:10]([O:12][CH2:13][CH2:14][O:15][CH3:16])[CH:9]=[CH:8][C:7]=2/[CH:17]=[CH:18]/[C:19]([OH:21])=O)[CH2:3][CH2:2]1.C1CCN2C(=NCCC2)CC1.[CH2:33]([S:38]([NH2:41])(=[O:40])=[O:39])[CH2:34][CH2:35][CH2:36][CH3:37].O. (3) Given the product [OH:29][C:5]1([C:8]2[CH:13]=[CH:12][C:11]([N:14]3[CH2:18][C@H:17]([CH2:19][NH:20][C:21](=[O:23])[CH3:22])[O:16][C:15]3=[O:24])=[CH:10][C:9]=2[F:25])[CH:4]=[CH:3][S:2](=[O:1])(=[O:26])[CH2:7][CH2:6]1, predict the reactants needed to synthesize it. The reactants are: [O:1]=[S:2]1(=[O:26])[CH2:7][CH:6]=[C:5]([C:8]2[CH:13]=[CH:12][C:11]([N:14]3[CH2:18][C@H:17]([CH2:19][NH:20][C:21](=[O:23])[CH3:22])[O:16][C:15]3=[O:24])=[CH:10][C:9]=2[F:25])[CH2:4][CH2:3]1.CS(N)(=O)=[O:29].S([O-])([O-])=O.[Na+].[Na+]. (4) Given the product [ClH:12].[F:1][C:2]1[CH:3]=[C:4]([C:13]2[CH:14]=[C:15]([CH2:19][N:20]3[CH:24]=[CH:23][N:22]=[C:21]3[CH3:25])[N:16]=[N:17][CH:18]=2)[CH:5]=[CH:6][C:7]=1[F:8], predict the reactants needed to synthesize it. The reactants are: [F:1][C:2]1[CH:3]=[C:4](B(O)O)[CH:5]=[CH:6][C:7]=1[F:8].[Cl:12][C:13]1[CH:14]=[C:15]([CH2:19][N:20]2[CH:24]=[CH:23][N:22]=[C:21]2[CH3:25])[N:16]=[N:17][CH:18]=1. (5) Given the product [NH2:18][C:17]1[C:14]([C:15]#[N:16])=[CH:13][N:9]([CH:10]([CH3:11])[CH3:12])[N:8]=1, predict the reactants needed to synthesize it. The reactants are: C(=[N:8][N:9]([CH:13]=[C:14]([C:17]#[N:18])[C:15]#[N:16])[CH:10]([CH3:12])[CH3:11])C1C=CC=CC=1.Cl. (6) Given the product [CH3:49][O:48][C:47]([NH:46][C@H:39]([C:40]1[CH:41]=[CH:42][CH:43]=[CH:44][CH:45]=1)[C:38]([N:34]1[CH2:35][CH2:36][CH2:37][C@H:33]1[C:31]1[NH:30][C:29]2[C:52]3[C:25]([CH:26]=[CH:27][C:28]=2[N:32]=1)=[CH:24][C:23]1[C:17]2[C:18]([CH2:20][O:21][C:22]=1[CH:53]=3)=[CH:19][C:14]([C:11]1[NH:10][C:9]([C@@H:6]3[CH2:5][C@H:4]([CH2:3][O:2][CH3:1])[CH2:8][N:7]3[C:60](=[O:61])[C@@H:59]([NH:58][C:56](=[O:57])[O:55][CH3:54])[CH:63]([CH3:65])[CH3:64])=[N:13][CH:12]=1)=[CH:15][CH:16]=2)=[O:51])=[O:50], predict the reactants needed to synthesize it. The reactants are: [CH3:1][O:2][CH2:3][C@@H:4]1[CH2:8][NH:7][C@H:6]([C:9]2[NH:10][C:11]([C:14]3[CH:19]=[C:18]4[CH2:20][O:21][C:22]5[CH:53]=[C:52]6[C:25]([CH:26]=[CH:27][C:28]7[N:32]=[C:31]([C@@H:33]8[CH2:37][CH2:36][CH2:35][N:34]8[C:38](=[O:51])[C@H:39]([NH:46][C:47](=[O:50])[O:48][CH3:49])[C:40]8[CH:45]=[CH:44][CH:43]=[CH:42][CH:41]=8)[NH:30][C:29]=76)=[CH:24][C:23]=5[C:17]4=[CH:16][CH:15]=3)=[CH:12][N:13]=2)[CH2:5]1.[CH3:54][O:55][C:56]([NH:58][C@@H:59]([CH:63]([CH3:65])[CH3:64])[C:60](O)=[O:61])=[O:57].CN(C(ON1N=NC2C=CC=NC1=2)=[N+](C)C)C.F[P-](F)(F)(F)(F)F.CCN(C(C)C)C(C)C. (7) Given the product [O:13]([C:20]1[CH:21]=[C:22]([CH:25]=[CH:26][CH:27]=1)[CH:23]=[C:5]1[S:1][C:2](=[O:7])[NH:3][C:4]1=[O:6])[C:14]1[CH:15]=[CH:16][CH:17]=[CH:18][CH:19]=1, predict the reactants needed to synthesize it. The reactants are: [S:1]1[CH2:5][C:4](=[O:6])[NH:3][C:2]1=[O:7].C([O-])(=O)C.[NH4+].[O:13]([C:20]1[CH:21]=[C:22]([CH:25]=[CH:26][CH:27]=1)[CH:23]=O)[C:14]1[CH:19]=[CH:18][CH:17]=[CH:16][CH:15]=1.